This data is from NCI-60 drug combinations with 297,098 pairs across 59 cell lines. The task is: Regression. Given two drug SMILES strings and cell line genomic features, predict the synergy score measuring deviation from expected non-interaction effect. (1) Drug 1: CC1=C2C(C(=O)C3(C(CC4C(C3C(C(C2(C)C)(CC1OC(=O)C(C(C5=CC=CC=C5)NC(=O)OC(C)(C)C)O)O)OC(=O)C6=CC=CC=C6)(CO4)OC(=O)C)OC)C)OC. Drug 2: CN(CC1=CN=C2C(=N1)C(=NC(=N2)N)N)C3=CC=C(C=C3)C(=O)NC(CCC(=O)O)C(=O)O. Synergy scores: CSS=33.4, Synergy_ZIP=-6.97, Synergy_Bliss=-6.62, Synergy_Loewe=-1.38, Synergy_HSA=1.08. Cell line: A498. (2) Drug 1: C#CCC(CC1=CN=C2C(=N1)C(=NC(=N2)N)N)C3=CC=C(C=C3)C(=O)NC(CCC(=O)O)C(=O)O. Drug 2: CN(CCCl)CCCl.Cl. Cell line: HCC-2998. Synergy scores: CSS=24.5, Synergy_ZIP=-2.73, Synergy_Bliss=-0.808, Synergy_Loewe=-0.111, Synergy_HSA=0.304. (3) Drug 1: CC1=C(N=C(N=C1N)C(CC(=O)N)NCC(C(=O)N)N)C(=O)NC(C(C2=CN=CN2)OC3C(C(C(C(O3)CO)O)O)OC4C(C(C(C(O4)CO)O)OC(=O)N)O)C(=O)NC(C)C(C(C)C(=O)NC(C(C)O)C(=O)NCCC5=NC(=CS5)C6=NC(=CS6)C(=O)NCCC[S+](C)C)O. Drug 2: CN(CC1=CN=C2C(=N1)C(=NC(=N2)N)N)C3=CC=C(C=C3)C(=O)NC(CCC(=O)O)C(=O)O. Cell line: SW-620. Synergy scores: CSS=44.1, Synergy_ZIP=2.53, Synergy_Bliss=2.37, Synergy_Loewe=-22.0, Synergy_HSA=2.21.